Dataset: Forward reaction prediction with 1.9M reactions from USPTO patents (1976-2016). Task: Predict the product of the given reaction. (1) Given the reactants [CH3:1][O:2][CH2:3][C:4]1[N:5]=[CH:6][C:7]([C:10]([O:12]C)=[O:11])=[N:8][CH:9]=1.O.O.[OH-].[Li+], predict the reaction product. The product is: [CH3:1][O:2][CH2:3][C:4]1[N:5]=[CH:6][C:7]([C:10]([OH:12])=[O:11])=[N:8][CH:9]=1. (2) Given the reactants [C:1]1([C:10]2[CH:15]=[CH:14][CH:13]=[CH:12][CH:11]=2)[C:2]([C:7]([OH:9])=O)=[CH:3][CH:4]=[CH:5][CH:6]=1.S(Cl)(Cl)=O.[C:20]1([CH2:26][N:27]2[CH2:32][CH2:31][CH:30]([C:33]3[CH:38]=[CH:37][C:36]([NH2:39])=[CH:35][CH:34]=3)[CH2:29][CH2:28]2)[CH:25]=[CH:24][CH:23]=[CH:22][CH:21]=1.CC(NC(C)C)C, predict the reaction product. The product is: [C:20]1([CH2:26][N:27]2[CH2:28][CH2:29][CH:30]([C:33]3[CH:34]=[CH:35][C:36]([NH:39][C:7]([C:2]4[C:1]([C:10]5[CH:15]=[CH:14][CH:13]=[CH:12][CH:11]=5)=[CH:6][CH:5]=[CH:4][CH:3]=4)=[O:9])=[CH:37][CH:38]=3)[CH2:31][CH2:32]2)[CH:21]=[CH:22][CH:23]=[CH:24][CH:25]=1. (3) Given the reactants C[O:2][C:3](=[O:28])[C@H:4]([CH2:13][S:14][C:15]1[CH:20]=[CH:19][C:18]([C:21]([O:23][CH2:24][CH:25]=[CH2:26])=[O:22])=[CH:17][C:16]=1[NH2:27])[NH:5][C:6]([O:8][C:9]([CH3:12])([CH3:11])[CH3:10])=[O:7].[OH-].[Na+], predict the reaction product. The product is: [C:9]([O:8][C:6]([NH:5][C@H:4]([C:3]([OH:28])=[O:2])[CH2:13][S:14][C:15]1[CH:20]=[CH:19][C:18]([C:21]([O:23][CH2:24][CH:25]=[CH2:26])=[O:22])=[CH:17][C:16]=1[NH2:27])=[O:7])([CH3:10])([CH3:11])[CH3:12]. (4) Given the reactants [Cl:1][C:2]1[C:7]([CH:8]=O)=[CH:6][N:5]=[CH:4][CH:3]=1.ClC1C=CN=CC=1.[Li+].CC([N-]C(C)C)C.[Cl:25][C:26]1[CH:31]=[CH:30][C:29]([C:32]2[N:33]=C(Br)[S:35][CH:36]=2)=[CH:28][CH:27]=1, predict the reaction product. The product is: [Cl:25][C:26]1[CH:27]=[CH:28][C:29]([C:32]2[N:33]=[C:8]([C:7]3[CH:6]=[N:5][CH:4]=[CH:3][C:2]=3[Cl:1])[S:35][CH:36]=2)=[CH:30][CH:31]=1.